The task is: Predict the reactants needed to synthesize the given product.. This data is from Full USPTO retrosynthesis dataset with 1.9M reactions from patents (1976-2016). Given the product [CH3:1][O:2][C:3]1[CH:15]=[CH:14][C:13]2[C:12]3[C:7](=[CH:8][CH:9]=[CH:10][CH:11]=3)[N:6]([C:17]3[CH:22]=[C:21]([CH3:23])[CH:20]=[CH:19][N:18]=3)[C:5]=2[CH:4]=1, predict the reactants needed to synthesize it. The reactants are: [CH3:1][O:2][C:3]1[CH:15]=[CH:14][C:13]2[C:12]3[C:7](=[CH:8][CH:9]=[CH:10][CH:11]=3)[NH:6][C:5]=2[CH:4]=1.Br[C:17]1[CH:22]=[C:21]([CH3:23])[CH:20]=[CH:19][N:18]=1.C1(P(C2CCCCC2)C2C=CC=CC=2C2C(OC)=CC=CC=2OC)CCCCC1.CC(C)([O-])C.[Na+].